Task: Predict the product of the given reaction.. Dataset: Forward reaction prediction with 1.9M reactions from USPTO patents (1976-2016) (1) Given the reactants Cl[C:2]1[N:12]=[C:11]([NH:13][C:14]2[CH:19]=[CH:18][C:17]([N:20]3[CH2:25][CH2:24][N:23]([C:26]([O:28][C:29]([CH3:32])([CH3:31])[CH3:30])=[O:27])[CH2:22][CH2:21]3)=[CH:16][C:15]=2[O:33][CH3:34])[C:5]2[C:6](=[O:10])[NH:7][N:8]=[CH:9][C:4]=2[CH:3]=1.[Cl:35][C:36]1[C:41]([Cl:42])=[CH:40][CH:39]=[CH:38][C:37]=1[OH:43].CN(C)CC(O)=O.C(=O)([O-])[O-].[Cs+].[Cs+], predict the reaction product. The product is: [Cl:35][C:36]1[C:41]([Cl:42])=[CH:40][CH:39]=[CH:38][C:37]=1[O:43][C:2]1[N:12]=[C:11]([NH:13][C:14]2[CH:19]=[CH:18][C:17]([N:20]3[CH2:21][CH2:22][N:23]([C:26]([O:28][C:29]([CH3:30])([CH3:32])[CH3:31])=[O:27])[CH2:24][CH2:25]3)=[CH:16][C:15]=2[O:33][CH3:34])[C:5]2[C:6](=[O:10])[NH:7][N:8]=[CH:9][C:4]=2[CH:3]=1. (2) Given the reactants [F:1][CH:2]([F:19])[O:3][C:4]1[CH:9]=[CH:8][C:7]([NH:10][C:11]2[N:16]=[CH:15][C:14]([CH:17]=[CH2:18])=[CH:13][N:12]=2)=[CH:6][CH:5]=1.[CH2:20]([O:27][C:28]1[CH:33]=[CH:32][C:31](I)=[CH:30][CH:29]=1)[C:21]1[CH:26]=[CH:25][CH:24]=[CH:23][CH:22]=1.C1(C)C=CC=CC=1P(C1C=CC=CC=1C)C1C=CC=CC=1C, predict the reaction product. The product is: [CH2:20]([O:27][C:28]1[CH:33]=[CH:32][C:31](/[CH:18]=[CH:17]/[C:14]2[CH:15]=[N:16][C:11]([NH:10][C:7]3[CH:8]=[CH:9][C:4]([O:3][CH:2]([F:1])[F:19])=[CH:5][CH:6]=3)=[N:12][CH:13]=2)=[CH:30][CH:29]=1)[C:21]1[CH:26]=[CH:25][CH:24]=[CH:23][CH:22]=1. (3) Given the reactants [Cl:1][C:2]1[C:3]([N:12]2[CH2:17][C@H:16]([CH3:18])[O:15][C@H:14]([CH3:19])[CH2:13]2)=[C:4]([CH:8]=[CH:9][C:10]=1[F:11])[C:5]([OH:7])=[O:6].OS(O)(=O)=O.[CH3:25]O, predict the reaction product. The product is: [Cl:1][C:2]1[C:3]([N:12]2[CH2:13][C@H:14]([CH3:19])[O:15][C@H:16]([CH3:18])[CH2:17]2)=[C:4]([CH:8]=[CH:9][C:10]=1[F:11])[C:5]([O:7][CH3:25])=[O:6]. (4) Given the reactants Br[C:2]1[CH:3]=[C:4]([C:16]([O:18]C)=[O:17])[CH:5]=[C:6]([C:8]2[CH:13]=[CH:12][C:11]([CH3:14])=[CH:10][C:9]=2[F:15])[CH:7]=1.[NH:20]1[CH2:25][CH2:24][O:23][CH2:22][CH2:21]1.C(=O)([O-])[O-].[Cs+].[Cs+].C1(P(C2CCCCC2)C2C=CC=CC=2C2C(C(C)C)=CC(C(C)C)=CC=2C(C)C)CCCCC1.[OH-].[Na+], predict the reaction product. The product is: [F:15][C:9]1[CH:10]=[C:11]([CH3:14])[CH:12]=[CH:13][C:8]=1[C:6]1[CH:7]=[C:2]([N:20]2[CH2:25][CH2:24][O:23][CH2:22][CH2:21]2)[CH:3]=[C:4]([C:16]([OH:18])=[O:17])[CH:5]=1. (5) Given the reactants Br[C:2]1[O:6][C:5]([C:7]([O:9][CH3:10])=[O:8])=[CH:4][CH:3]=1.C([Mg]Br)(C)C.[Cu]C#N.Br[CH2:20][C:21]#[C:22][CH3:23].[Cl-].[NH4+], predict the reaction product. The product is: [CH2:20]([C:2]1[O:6][C:5]([C:7]([O:9][CH3:10])=[O:8])=[CH:4][CH:3]=1)[C:21]#[C:22][CH3:23]. (6) Given the reactants [C:1]([C:5]1[O:9][N:8]=[C:7]([C:10]2[CH:15]=[C:14](Cl)[C:13]([CH:17]3[CH2:19][CH2:18]3)=[CH:12][N:11]=2)[N:6]=1)([CH3:4])([CH3:3])[CH3:2].[CH3:20][N:21]1[CH2:25][CH2:24][CH2:23][C@H:22]1[CH2:26][OH:27], predict the reaction product. The product is: [C:1]([C:5]1[O:9][N:8]=[C:7]([C:10]2[CH:15]=[C:14]([O:27][CH2:26][C@@H:22]3[CH2:23][CH2:24][CH2:25][N:21]3[CH3:20])[C:13]([CH:17]3[CH2:19][CH2:18]3)=[CH:12][N:11]=2)[N:6]=1)([CH3:4])([CH3:3])[CH3:2]. (7) Given the reactants COC1C=C([C@H]2[C@H](CC#C)OC(=O)[NH:10]2)C=CC=1.O=C1O[C@H]([C@H](CO)O)C([O-])=C1O.[Na+].[C:31](=[O:34])(O)[O-].[K+].[Cl:36][C:37]1[CH:42]=[CH:41][C:40](I)=CC=1.CNCCNC.C(=O)([O-])[O-].[Cs+].[Cs+].CC(O)(C)C.[OH2:61], predict the reaction product. The product is: [OH:61][N:10]=[C:37]([Cl:36])[CH:42]1[CH2:41][CH2:40][O:34][CH2:31]1. (8) Given the reactants [C:1]([O:5][C:6]([NH:8][C:9]1[S:10][C:11](Br)=[CH:12][C:13]=1[C:14]([O:16][CH3:17])=[O:15])=[O:7])([CH3:4])([CH3:3])[CH3:2].[F:19][C:20]1[CH:25]=[C:24]([F:26])[CH:23]=[CH:22][C:21]=1B(O)O, predict the reaction product. The product is: [C:1]([O:5][C:6]([NH:8][C:9]1[S:10][C:11]([C:23]2[CH:22]=[CH:21][C:20]([F:19])=[CH:25][C:24]=2[F:26])=[CH:12][C:13]=1[C:14]([O:16][CH3:17])=[O:15])=[O:7])([CH3:4])([CH3:3])[CH3:2].